This data is from Reaction yield outcomes from USPTO patents with 853,638 reactions. The task is: Predict the reaction yield, written as a fraction of the theoretical maximum amount of product (1.0 means a 100% yield; for example, 0.34 means a 34% yield). (1) The reactants are Cl.[N+:2]([C:5]1[CH:6]=[C:7]2[C:11](=[CH:12][CH:13]=1)[CH2:10][CH:9](N)[CH2:8]2)([O-:4])=[O:3].C=O.[BH3-][C:18]#[N:19].[Na+].[C:21](O)(=O)C. The catalyst is ClCCCl. The product is [CH3:21][N:19]([CH3:18])[CH:9]1[CH2:8][C:7]2[C:11](=[CH:12][CH:13]=[C:5]([N+:2]([O-:4])=[O:3])[CH:6]=2)[CH2:10]1. The yield is 0.520. (2) The reactants are [CH3:1][O:2][C:3]1[CH:4]=[C:5]([C:12]2[CH:13]=[CH:14][C:15]3[N:16]([C:18]([C:21]4[CH:26]=[CH:25][CH:24]=[CH:23][C:22]=4[O:27][CH3:28])=[N:19][N:20]=3)[CH:17]=2)[CH:6]=[CH:7][C:8]=1[N+:9]([O-])=O.C([O-])(O)=O.[Na+]. The catalyst is CO. The product is [NH2:9][C:8]1[CH:7]=[CH:6][C:5]([C:12]2[CH:13]=[CH:14][C:15]3[N:16]([C:18]([C:21]4[CH:26]=[CH:25][CH:24]=[CH:23][C:22]=4[O:27][CH3:28])=[N:19][N:20]=3)[CH:17]=2)=[CH:4][C:3]=1[O:2][CH3:1]. The yield is 0.312. (3) The reactants are C1(P(C2C=CC=CC=2)C2C=CC=CC=2)C=CC=CC=1.N1C=CN=C1.[I:25]I.[Si:27]([O:34][C:35]1[CH:42]=[CH:41][C:38]([CH2:39]O)=[CH:37][CH:36]=1)([C:30]([CH3:33])([CH3:32])[CH3:31])([CH3:29])[CH3:28]. The catalyst is O1CCCC1. The product is [C:30]([Si:27]([O:34][C:35]1[CH:42]=[CH:41][C:38]([CH2:39][I:25])=[CH:37][CH:36]=1)([CH3:29])[CH3:28])([CH3:33])([CH3:32])[CH3:31]. The yield is 0.410. (4) The reactants are Cl[S:2]([N:5]=[C:6]=[O:7])(=[O:4])=[O:3].[C:8]([OH:12])([CH3:11])([CH3:10])[CH3:9].[F:13][C:14]1[CH:19]=[C:18]([N+:20]([O-:22])=[O:21])[CH:17]=[CH:16][C:15]=1[CH2:23][NH2:24].C(N(CC)CC)C. The catalyst is ClCCl. The product is [F:13][C:14]1[CH:19]=[C:18]([N+:20]([O-:22])=[O:21])[CH:17]=[CH:16][C:15]=1[CH2:23][NH:24][S:2]([NH:5][C:6](=[O:7])[O:12][C:8]([CH3:11])([CH3:10])[CH3:9])(=[O:4])=[O:3]. The yield is 0.340. (5) The reactants are [Cl:1][C:2]1[CH:3]=[C:4]([CH:11]=[CH:12][C:13]=1[Cl:14])[CH:5]=[C:6]([C:9]#[N:10])[C:7]#[N:8].[BH4-].[Na+].Cl. The catalyst is O1CCCC1.C(O)C. The product is [Cl:1][C:2]1[CH:3]=[C:4]([CH:11]=[CH:12][C:13]=1[Cl:14])[CH2:5][CH:6]([C:7]#[N:8])[C:9]#[N:10]. The yield is 0.700. (6) The product is [Br:1][C:2]1[CH:3]=[C:4]2[C:9](=[CH:10][CH:11]=1)[N:8]([C:12](=[O:15])[CH2:13][N:19]([CH2:20][CH3:21])[CH3:18])[CH2:7][CH2:6][CH2:5]2. The yield is 0.980. The reactants are [Br:1][C:2]1[CH:3]=[C:4]2[C:9](=[CH:10][CH:11]=1)[N:8]([C:12](=[O:15])[CH2:13]Cl)[CH2:7][CH2:6][CH2:5]2.[I-].[K+].[CH3:18][NH:19][CH2:20][CH3:21]. The catalyst is C1COCC1.CO. (7) The reactants are [Cl:1][C:2]1[C:3]([N:15]([CH3:24])[CH:16]2[CH2:23][CH:19]3[CH2:20][NH:21][CH2:22][CH:18]3[CH2:17]2)=[N:4][C:5]([NH:8][C:9]2[CH:10]=[N:11][N:12]([CH3:14])[CH:13]=2)=[N:6][CH:7]=1.C1C=NC2N([OH:34])N=NC=2C=1.CCN=C=[N:39][CH2:40][CH2:41][CH2:42]N(C)C.CCN(CC)CC. The catalyst is C(Cl)Cl. The product is [Cl:1][C:2]1[C:3]([N:15]([CH3:24])[CH:16]2[CH2:23][CH:19]3[CH2:20][N:21]([C:42](=[O:34])[CH2:41][C:40]#[N:39])[CH2:22][CH:18]3[CH2:17]2)=[N:4][C:5]([NH:8][C:9]2[CH:10]=[N:11][N:12]([CH3:14])[CH:13]=2)=[N:6][CH:7]=1. The yield is 0.911. (8) The reactants are C([O:5][C:6](=[O:46])[C:7]([O:10]/[N:11]=[C:12](/[C:33]1[N:34]=[C:35]([NH:38]C(OC(C)(C)C)=O)[S:36][CH:37]=1)\[C:13]([NH:15][C@@H:16]1[C:19](=[O:20])[N:18]([S:21]([OH:24])(=[O:23])=[O:22])[C@@H:17]1[CH2:25][N:26]1[CH:30]=[C:29]([CH2:31][OH:32])[N:28]=[N:27]1)=[O:14])([CH3:9])[CH3:8])(C)(C)C.C(O)(C(F)(F)F)=O. The catalyst is C(Cl)Cl. The product is [NH2:38][C:35]1[S:36][CH:37]=[C:33](/[C:12](=[N:11]/[O:10][C:7]([CH3:9])([CH3:8])[C:6]([OH:46])=[O:5])/[C:13]([NH:15][C@@H:16]2[C:19](=[O:20])[N:18]([S:21]([OH:24])(=[O:22])=[O:23])[C@@H:17]2[CH2:25][N:26]2[CH:30]=[C:29]([CH2:31][OH:32])[N:28]=[N:27]2)=[O:14])[N:34]=1. The yield is 0.290.